The task is: Predict which catalyst facilitates the given reaction.. This data is from Catalyst prediction with 721,799 reactions and 888 catalyst types from USPTO. (1) Reactant: Cl.[CH2:2]([O:9][CH2:10][CH2:11][CH2:12][N:13]1[C:17](=[O:18])[C:16]2([CH2:23][CH2:22][NH:21][CH2:20][CH2:19]2)[N:15]([C:24]2[CH:29]=[CH:28][CH:27]=[CH:26][CH:25]=2)[CH2:14]1)[C:3]1[CH:8]=[CH:7][CH:6]=[CH:5][CH:4]=1.C(OCC)(=O)C. Product: [CH2:2]([O:9][CH2:10][CH2:11][CH2:12][N:13]1[C:17](=[O:18])[C:16]2([CH2:19][CH2:20][NH:21][CH2:22][CH2:23]2)[N:15]([C:24]2[CH:29]=[CH:28][CH:27]=[CH:26][CH:25]=2)[CH2:14]1)[C:3]1[CH:8]=[CH:7][CH:6]=[CH:5][CH:4]=1. The catalyst class is: 74. (2) Reactant: Br[C:2]1[CH:3]=[CH:4][C:5]([O:11][CH:12]2[CH2:15][N:14]([C:16]([O:18][C:19]([CH3:22])([CH3:21])[CH3:20])=[O:17])[CH2:13]2)=[C:6]2[C:10]=1[NH:9][CH:8]=[CH:7]2.[CH3:23][N:24](C=O)C. Product: [C:23]([C:2]1[CH:3]=[CH:4][C:5]([O:11][CH:12]2[CH2:15][N:14]([C:16]([O:18][C:19]([CH3:22])([CH3:21])[CH3:20])=[O:17])[CH2:13]2)=[C:6]2[C:10]=1[NH:9][CH:8]=[CH:7]2)#[N:24]. The catalyst class is: 267. (3) The catalyst class is: 18. Reactant: [Br:1][C:2]1[CH:3]=[C:4]([CH3:11])[C:5](F)=[C:6]([CH:9]=1)[C:7]#[N:8].C(=O)([O-])[O-].[K+].[K+].[NH:18]1[CH:22]=[N:21][CH:20]=[N:19]1. Product: [Br:1][C:2]1[CH:3]=[C:4]([CH3:11])[C:5]([N:18]2[CH:22]=[N:21][CH:20]=[N:19]2)=[C:6]([CH:9]=1)[C:7]#[N:8]. (4) Reactant: [ClH:1].[CH3:2][O:3][N:4]=[C:5]([NH2:7])[NH2:6].[F:8][C:9]1[CH:14]=[CH:13][C:12]([F:15])=[CH:11][C:10]=1[C:16]1[S:20][C:19]([CH2:27][CH2:28]NC#N)([C:21]2[CH:26]=[CH:25][CH:24]=[CH:23][CH:22]=2)[N:18]([C:32](=[O:37])[C@@H:33]([O:35][CH3:36])[CH3:34])[N:17]=1.Cl.CON.C(N(CC)CC)C. Product: [ClH:1].[F:8][C:9]1[CH:14]=[CH:13][C:12]([F:15])=[CH:11][C:10]=1[C:16]1[S:20][C:19]([CH2:27][CH2:28][NH:6][C:5]([NH2:7])=[N:4][O:3][CH3:2])([C:21]2[CH:26]=[CH:25][CH:24]=[CH:23][CH:22]=2)[N:18]([C:32](=[O:37])[C@@H:33]([O:35][CH3:36])[CH3:34])[N:17]=1. The catalyst class is: 162. (5) Reactant: [OH:1][C:2]1[CH:9]=[CH:8][C:7]([C:10]([F:13])([F:12])[F:11])=[CH:6][C:3]=1[CH:4]=[O:5].[C:14]([O:18][C:19]([N:21]1[CH2:26][CH2:25][CH:24](OS(C)(=O)=O)[CH2:23][CH2:22]1)=[O:20])([CH3:17])([CH3:16])[CH3:15].C([O-])([O-])=O.[K+].[K+]. Product: [C:14]([O:18][C:19]([N:21]1[CH2:26][CH2:25][CH:24]([O:1][C:2]2[CH:9]=[CH:8][C:7]([C:10]([F:11])([F:12])[F:13])=[CH:6][C:3]=2[CH:4]=[O:5])[CH2:23][CH2:22]1)=[O:20])([CH3:17])([CH3:15])[CH3:16]. The catalyst class is: 9. (6) Reactant: [F:1][C:2]([F:53])([F:52])[C:3]1[CH:4]=[C:5]([C@H:13]2[O:17][C:16](=[O:18])[N:15]([CH2:19][C:20]3[C:25]([C:26]4[CH:27]=[C:28]([C:34]5[CH:43]=[CH:42][C:37]([C:38]([O:40]C)=O)=[CH:36][C:35]=5[CH3:44])[CH:29]=[N:30][C:31]=4[O:32][CH3:33])=[CH:24][N:23]=[C:22]([N:45]4[CH2:50][CH2:49][O:48][CH2:47][CH2:46]4)[N:21]=3)[C@H:14]2[CH3:51])[CH:6]=[C:7]([C:9]([F:12])([F:11])[F:10])[CH:8]=1.[NH2:54][NH2:55]. Product: [F:52][C:2]([F:1])([F:53])[C:3]1[CH:4]=[C:5]([C@H:13]2[O:17][C:16](=[O:18])[N:15]([CH2:19][C:20]3[C:25]([C:26]4[CH:27]=[C:28]([C:34]5[CH:43]=[CH:42][C:37]([C:38]([NH:54][NH2:55])=[O:40])=[CH:36][C:35]=5[CH3:44])[CH:29]=[N:30][C:31]=4[O:32][CH3:33])=[CH:24][N:23]=[C:22]([N:45]4[CH2:50][CH2:49][O:48][CH2:47][CH2:46]4)[N:21]=3)[C@H:14]2[CH3:51])[CH:6]=[C:7]([C:9]([F:10])([F:11])[F:12])[CH:8]=1. The catalyst class is: 8. (7) Reactant: [CH2:1]([O:8][C:9]1[CH:10]=[C:11]([CH:17]=[C:18]([O:21][CH2:22][CH3:23])[C:19]=1Br)[C:12]([O:14][CH2:15][CH3:16])=[O:13])[C:2]1[CH:7]=[CH:6][CH:5]=[CH:4][CH:3]=1.P([O-])([O-])([O-])=O.[K+].[K+].[K+].[F:32][C:33]1[CH:38]=[CH:37][C:36](B(O)O)=[CH:35][CH:34]=1.C1(P(C2CCCCC2)C2CCCCC2)CCCCC1. Product: [CH2:1]([O:8][C:9]1[CH:10]=[C:11]([C:12]([O:14][CH2:15][CH3:16])=[O:13])[CH:17]=[C:18]([O:21][CH2:22][CH3:23])[C:19]=1[C:36]1[CH:37]=[CH:38][C:33]([F:32])=[CH:34][CH:35]=1)[C:2]1[CH:7]=[CH:6][CH:5]=[CH:4][CH:3]=1. The catalyst class is: 706.